From a dataset of Catalyst prediction with 721,799 reactions and 888 catalyst types from USPTO. Predict which catalyst facilitates the given reaction. (1) Reactant: [C:1]([C:4]1[C:9](=[O:10])[NH:8][C:7]([NH:11][CH:12]2[CH2:17][CH2:16][CH2:15][N:14](C(OC(C)(C)C)=O)[CH2:13]2)=[N:6][C:5]=1[NH:25][C:26]1[CH:31]=[CH:30][CH:29]=[CH:28][C:27]=1[S:32]([CH:35]([CH3:37])[CH3:36])(=[O:34])=[O:33])(=[O:3])[NH2:2].[ClH:38]. Product: [ClH:38].[ClH:38].[CH:35]([S:32]([C:27]1[CH:28]=[CH:29][CH:30]=[CH:31][C:26]=1[NH:25][C:5]1[N:6]=[C:7]([NH:11][CH:12]2[CH2:17][CH2:16][CH2:15][NH:14][CH2:13]2)[NH:8][C:9](=[O:10])[C:4]=1[C:1]([NH2:2])=[O:3])(=[O:34])=[O:33])([CH3:37])[CH3:36]. The catalyst class is: 13. (2) Reactant: [CH3:1][O:2][C:3]1[CH:4]=[CH:5][C:6]2[NH:12][C:11](=[O:13])[N:10]([CH:14]3[CH2:19][CH2:18][NH:17][CH2:16][CH2:15]3)[CH2:9][CH2:8][C:7]=2[CH:20]=1.Cl[C:22]1[N:27]=[CH:26][N:25]=[C:24]([O:28][C:29]2[CH:34]=[C:33]([N+:35]([O-:37])=[O:36])[C:32]([NH2:38])=[C:31]([CH3:39])[CH:30]=2)[CH:23]=1.CCN(C(C)C)C(C)C. Product: [NH2:38][C:32]1[C:33]([N+:35]([O-:37])=[O:36])=[CH:34][C:29]([O:28][C:24]2[N:25]=[CH:26][N:27]=[C:22]([N:17]3[CH2:18][CH2:19][CH:14]([N:10]4[CH2:9][CH2:8][C:7]5[CH:20]=[C:3]([O:2][CH3:1])[CH:4]=[CH:5][C:6]=5[NH:12][C:11]4=[O:13])[CH2:15][CH2:16]3)[CH:23]=2)=[CH:30][C:31]=1[CH3:39]. The catalyst class is: 3.